From a dataset of Full USPTO retrosynthesis dataset with 1.9M reactions from patents (1976-2016). Predict the reactants needed to synthesize the given product. (1) Given the product [CH3:1][O:2][C:3]1[CH:4]=[CH:5][C:6]([NH:11][C:12]2[C:13]3[N:14]([N:27]=[CH:28][N:29]=3)[CH:15]=[C:16]([N:18]3[CH2:23][CH2:22][CH2:21][CH:20]([C:24]([NH:30][C:31]4[CH:43]=[CH:42][C:34]([C:35]([O:37][C:38]([CH3:39])([CH3:40])[CH3:41])=[O:36])=[CH:33][CH:32]=4)=[O:26])[CH2:19]3)[CH:17]=2)=[N:7][C:8]=1[O:9][CH3:10], predict the reactants needed to synthesize it. The reactants are: [CH3:1][O:2][C:3]1[CH:4]=[CH:5][C:6]([NH:11][C:12]2[C:13]3[N:14]([N:27]=[CH:28][N:29]=3)[CH:15]=[C:16]([N:18]3[CH2:23][CH2:22][CH2:21][CH:20]([C:24]([OH:26])=O)[CH2:19]3)[CH:17]=2)=[N:7][C:8]=1[O:9][CH3:10].[NH2:30][C:31]1[CH:43]=[CH:42][C:34]([C:35]([O:37][C:38]([CH3:41])([CH3:40])[CH3:39])=[O:36])=[CH:33][CH:32]=1.CCN=C=NCCCN(C)C.CN1C=CN=C1. (2) Given the product [N:37]([C@@H:7]1[CH2:12][C@@H:11]([CH2:13][CH2:14][CH2:15][CH:16]=[CH2:17])[O:10][C@:9]([C@@H:18]2[CH2:22][S:21][C:20](=[O:23])[N:19]2[CH2:24][C:25]2[CH:30]=[CH:29][C:28]([O:31][CH3:32])=[CH:27][CH:26]=2)([O:33][CH3:34])[CH2:8]1)=[N+:38]=[N-:39], predict the reactants needed to synthesize it. The reactants are: FC(F)(F)S(O[C@H:7]1[CH2:12][C@@H:11]([CH2:13][CH2:14][CH2:15][CH:16]=[CH2:17])[O:10][C@@:9]([O:33][CH3:34])([C@@H:18]2[CH2:22][S:21][C:20](=[O:23])[N:19]2[CH2:24][C:25]2[CH:30]=[CH:29][C:28]([O:31][CH3:32])=[CH:27][CH:26]=2)[CH2:8]1)(=O)=O.[N-:37]=[N+:38]=[N-:39].[Na+]. (3) Given the product [NH2:16][C:12]1[CH:11]=[C:10]2[C:15](=[CH:14][CH:13]=1)[C:5]1[S:4][C:3]([C:1]#[N:2])=[N:7][C:6]=1[CH:8]=[CH:9]2, predict the reactants needed to synthesize it. The reactants are: [C:1]([C:3]1[S:4][C:5]2[C:15]3[C:10](=[CH:11][C:12]([NH:16]C(=O)OC(C)(C)C)=[CH:13][CH:14]=3)[CH:9]=[CH:8][C:6]=2[N:7]=1)#[N:2].C1(SC)C=CC=CC=1.FC(F)(F)C(O)=O. (4) Given the product [Br:5][C:6]1[S:10][C:9]2=[N:11][C:12]([C:14]([N:17]=[N+:18]=[N-:19])=[O:16])=[CH:13][N:8]2[CH:7]=1, predict the reactants needed to synthesize it. The reactants are: S(Cl)(Cl)=O.[Br:5][C:6]1[S:10][C:9]2=[N:11][C:12]([C:14]([OH:16])=O)=[CH:13][N:8]2[CH:7]=1.[N-:17]=[N+:18]=[N-:19].[Na+]. (5) Given the product [NH2:17][C:18]1[CH:26]=[C:25]2[C:21]([C:22](=[CH:7][C:6]3[CH:5]=[C:4]([CH:1]([CH3:3])[CH3:2])[C:11]([O:12][CH3:13])=[C:10]([CH:14]([CH3:16])[CH3:15])[CH:9]=3)[C:23](=[O:27])[NH:24]2)=[CH:20][CH:19]=1, predict the reactants needed to synthesize it. The reactants are: [CH:1]([C:4]1[CH:5]=[C:6]([CH:9]=[C:10]([CH:14]([CH3:16])[CH3:15])[C:11]=1[O:12][CH3:13])[CH:7]=O)([CH3:3])[CH3:2].[NH2:17][C:18]1[CH:26]=[C:25]2[C:21]([CH2:22][C:23](=[O:27])[NH:24]2)=[CH:20][CH:19]=1. (6) Given the product [O:8]=[C:7]([C:6]1[CH:10]=[CH:11][CH:12]=[C:4]([O:3][C:2]([F:14])([F:13])[F:1])[CH:5]=1)[CH2:16][C:17]([OH:19])=[O:18].[CH3:42][C:41]1([CH3:43])[O:40][C:37](=[O:39])[CH:38]=[C:7]([C:6]2[CH:10]=[CH:11][CH:12]=[C:4]([O:3][C:2]([F:14])([F:13])[F:1])[CH:5]=2)[O:8]1, predict the reactants needed to synthesize it. The reactants are: [F:1][C:2]([F:14])([F:13])[O:3][C:4]1[CH:5]=[C:6]([CH:10]=[CH:11][CH:12]=1)[C:7](Cl)=[O:8].C(O[Si](C)(C)C)(=O)[CH2:16][C:17]([O:19][Si](C)(C)C)=[O:18].[Li+].[Br-].OS(O)(=O)=O.[C:37]([O:40][C:41]([CH3:43])=[CH2:42])(=[O:39])[CH3:38]. (7) The reactants are: [CH3:1][C:2]1[CH:7]=[CH:6][C:5]([C:8]([F:11])([F:10])[F:9])=[CH:4][C:3]=1[NH:12][C:13]1[N:18]2[N:19]=[CH:20][C:21]([C:22](O)=[O:23])=[C:17]2[N:16]=[CH:15][C:14]=1[C:25]([N:27]1[CH2:32][CH2:31][CH:30]([C:33]2[CH:38]=[CH:37][CH:36]=[CH:35][CH:34]=2)[CH2:29][CH2:28]1)=[O:26].[CH:39]1([S:42]([NH2:45])(=[O:44])=[O:43])[CH2:41][CH2:40]1. Given the product [CH3:1][C:2]1[CH:7]=[CH:6][C:5]([C:8]([F:11])([F:9])[F:10])=[CH:4][C:3]=1[NH:12][C:13]1[N:18]2[N:19]=[CH:20][C:21]([C:22]([NH:45][S:42]([CH:39]3[CH2:41][CH2:40]3)(=[O:44])=[O:43])=[O:23])=[C:17]2[N:16]=[CH:15][C:14]=1[C:25]([N:27]1[CH2:32][CH2:31][CH:30]([C:33]2[CH:34]=[CH:35][CH:36]=[CH:37][CH:38]=2)[CH2:29][CH2:28]1)=[O:26], predict the reactants needed to synthesize it. (8) The reactants are: [N:1]([C:4]1[CH:21]=[CH:20][C:7]([C:8]([NH:10][CH2:11][CH2:12][N:13]2[CH2:18][CH2:17][N:16]([CH3:19])[CH2:15][CH2:14]2)=[O:9])=[CH:6][CH:5]=1)=[N+:2]=[N-:3].O=[C:23]([CH2:30][CH2:31][CH3:32])[CH2:24][C:25]([O:27]CC)=[O:26].[O-]CC.[Na+].Cl. Given the product [CH3:19][N:16]1[CH2:17][CH2:18][N:13]([CH2:12][CH2:11][NH:10][C:8]([C:7]2[CH:6]=[CH:5][C:4]([N:1]3[C:23]([CH2:30][CH2:31][CH3:32])=[C:24]([C:25]([OH:27])=[O:26])[N:3]=[N:2]3)=[CH:21][CH:20]=2)=[O:9])[CH2:14][CH2:15]1, predict the reactants needed to synthesize it.